From a dataset of Forward reaction prediction with 1.9M reactions from USPTO patents (1976-2016). Predict the product of the given reaction. (1) Given the reactants C(N(CCC)[C:5]1[CH:10]=[CH:9][C:8]([NH:11][C:12](=[O:27])[C:13]2[CH:18]=[CH:17][C:16]([CH2:19][NH:20][CH2:21][C:22]3[NH:23][CH:24]=[CH:25][N:26]=3)=[CH:15][CH:14]=2)=[CH:7][CH:6]=1)CC.[CH:31]1[C:40]2[C:35](=[CH:36][CH:37]=[CH:38][CH:39]=2)[CH:34]=[C:33]([CH:41]=O)[N:32]=1.[C:43]([BH3-])#[N:44].[Na+].[OH-].[Na+], predict the reaction product. The product is: [CH2:6]([N:44]([CH2:43][C:5]1[CH:6]=[CH:7][C:8]([NH:11][C:12](=[O:27])[C:13]2[CH:14]=[CH:15][C:16]([CH2:19][N:20]([CH2:21][C:22]3[NH:26][CH:25]=[CH:24][N:23]=3)[CH2:41][C:33]3[N:32]=[CH:31][C:40]4[C:35]([CH:34]=3)=[CH:36][CH:37]=[CH:38][CH:39]=4)=[CH:17][CH:18]=2)=[CH:9][CH:10]=1)[CH2:7][CH2:8][CH3:9])[CH2:5][CH3:10]. (2) Given the reactants [Cl:1][C:2]1[CH:31]=[CH:30][C:5]([CH2:6][N:7]2[C:15]3[C:10](=[CH:11][C:12](/[CH:16]=[C:17]4/[C:18](=[O:29])[N:19]([C@H:23]5[C@@H:27]([F:28])[CH2:26][NH:25][CH2:24]5)[C:20](=[O:22])[S:21]/4)=[CH:13][CH:14]=3)[CH:9]=[N:8]2)=[C:4]([C:32]([F:35])([F:34])[F:33])[CH:3]=1.[CH:36](=O)[CH3:37], predict the reaction product. The product is: [Cl:1][C:2]1[CH:31]=[CH:30][C:5]([CH2:6][N:7]2[C:15]3[C:10](=[CH:11][C:12](/[CH:16]=[C:17]4/[C:18](=[O:29])[N:19]([C@H:23]5[C@@H:27]([F:28])[CH2:26][N:25]([CH2:36][CH3:37])[CH2:24]5)[C:20](=[O:22])[S:21]/4)=[CH:13][CH:14]=3)[CH:9]=[N:8]2)=[C:4]([C:32]([F:34])([F:35])[F:33])[CH:3]=1. (3) Given the reactants Br[C:2]1[CH:7]=[CH:6][C:5]([C:8]2[N:12]([CH2:13][C@@H:14]3[CH2:18][CH2:17][N:16]([C:19]([CH:21]4[CH2:23][CH2:22]4)=[O:20])[CH2:15]3)[C:11]3[CH:24]=[C:25]([C:28]([O:30][CH3:31])=[O:29])[CH:26]=[CH:27][C:10]=3[N:9]=2)=[CH:4][CH:3]=1, predict the reaction product. The product is: [C:2]1([C:2]2[CH:7]=[CH:6][CH:5]=[CH:4][CH:3]=2)[CH:7]=[CH:6][C:5]([C:8]2[N:12]([CH2:13][C@@H:14]3[CH2:18][CH2:17][N:16]([C:19]([CH:21]4[CH2:23][CH2:22]4)=[O:20])[CH2:15]3)[C:11]3[CH:24]=[C:25]([C:28]([O:30][CH3:31])=[O:29])[CH:26]=[CH:27][C:10]=3[N:9]=2)=[CH:4][CH:3]=1. (4) Given the reactants [Br:1][C:2]1[C:7]([F:8])=[CH:6][C:5]([OH:9])=[CH:4][CH:3]=1.Br[C:11]([F:18])([F:17])[C:12]([N:14]([CH3:16])[CH3:15])=[O:13].C([O-])([O-])=O.[K+].[K+].O, predict the reaction product. The product is: [F:17][C:11]([F:18])([O:9][C:5]1[CH:6]=[C:7]([F:8])[C:2]([Br:1])=[CH:3][CH:4]=1)[C:12]([N:14]([CH3:16])[CH3:15])=[O:13]. (5) The product is: [CH:72]1([C:46]2([N:13]([CH2:12][C:11]3[CH:49]=[C:50]([CH2:52][CH2:53][CH2:54][O:55][CH3:56])[CH:51]=[C:9]([OH:8])[CH:10]=3)[C:14](=[O:45])[CH:15]([CH2:25][C:26]3[CH:31]=[CH:30][C:29]([O:32][CH2:33][CH2:34][O:35][C:36]4[C:41]([Cl:42])=[CH:40][C:39]([CH3:43])=[CH:38][C:37]=4[Cl:44])=[CH:28][CH:27]=3)[CH2:16][NH:17][C:18](=[O:24])[O:19][C:20]([CH3:23])([CH3:22])[CH3:21])[CH2:47][CH2:48]2)[CH2:73][CH2:74]1. Given the reactants [Si]([O:8][C:9]1[CH:10]=[C:11]([CH:49]=[C:50]([CH2:52][CH2:53][CH2:54][O:55][CH3:56])[CH:51]=1)[CH2:12][N:13]([CH:46]1[CH2:48][CH2:47]1)[C:14](=[O:45])[CH:15]([CH2:25][C:26]1[CH:31]=[CH:30][C:29]([O:32][CH2:33][CH2:34][O:35][C:36]2[C:41]([Cl:42])=[CH:40][C:39]([CH3:43])=[CH:38][C:37]=2[Cl:44])=[CH:28][CH:27]=1)[CH2:16][NH:17][C:18](=[O:24])[O:19][C:20]([CH3:23])([CH3:22])[CH3:21])(C(C)(C)C)(C)C.[F-].C([N+](C[CH2:72][CH2:73][CH3:74])(CCCC)CCCC)CCC, predict the reaction product.